Dataset: NCI-60 drug combinations with 297,098 pairs across 59 cell lines. Task: Regression. Given two drug SMILES strings and cell line genomic features, predict the synergy score measuring deviation from expected non-interaction effect. (1) Drug 1: CC1OCC2C(O1)C(C(C(O2)OC3C4COC(=O)C4C(C5=CC6=C(C=C35)OCO6)C7=CC(=C(C(=C7)OC)O)OC)O)O. Drug 2: C1=CC(=CC=C1C#N)C(C2=CC=C(C=C2)C#N)N3C=NC=N3. Cell line: RPMI-8226. Synergy scores: CSS=46.2, Synergy_ZIP=3.18, Synergy_Bliss=-0.164, Synergy_Loewe=-18.4, Synergy_HSA=-1.98. (2) Drug 1: CC12CCC3C(C1CCC2OP(=O)(O)O)CCC4=C3C=CC(=C4)OC(=O)N(CCCl)CCCl.[Na+]. Drug 2: COCCOC1=C(C=C2C(=C1)C(=NC=N2)NC3=CC=CC(=C3)C#C)OCCOC.Cl. Cell line: SR. Synergy scores: CSS=-54.0, Synergy_ZIP=48.9, Synergy_Bliss=67.1, Synergy_Loewe=-27.2, Synergy_HSA=-7.65. (3) Drug 1: C1=CC(=C2C(=C1NCCNCCO)C(=O)C3=C(C=CC(=C3C2=O)O)O)NCCNCCO. Drug 2: CC1CCCC2(C(O2)CC(NC(=O)CC(C(C(=O)C(C1O)C)(C)C)O)C(=CC3=CSC(=N3)C)C)C. Cell line: SF-268. Synergy scores: CSS=39.2, Synergy_ZIP=2.59, Synergy_Bliss=3.42, Synergy_Loewe=2.26, Synergy_HSA=2.77. (4) Drug 2: CCN(CC)CCCC(C)NC1=C2C=C(C=CC2=NC3=C1C=CC(=C3)Cl)OC. Cell line: SK-MEL-28. Synergy scores: CSS=1.91, Synergy_ZIP=1.13, Synergy_Bliss=2.13, Synergy_Loewe=-4.69, Synergy_HSA=-2.33. Drug 1: CN1C2=C(C=C(C=C2)N(CCCl)CCCl)N=C1CCCC(=O)O.Cl.